This data is from Full USPTO retrosynthesis dataset with 1.9M reactions from patents (1976-2016). The task is: Predict the reactants needed to synthesize the given product. (1) Given the product [O:14]=[C:6]1[C:5]2[CH:15]=[CH:16][C:2]([CH2:1][CH:17]=[O:21])=[CH:3][C:4]=2[C:13]2[C:8](=[CH:9][CH:10]=[CH:11][CH:12]=2)[O:7]1, predict the reactants needed to synthesize it. The reactants are: [CH3:1][C:2]1[CH:16]=[CH:15][C:5]2[C:6](=[O:14])[O:7][C:8]3[C:13]([C:4]=2[CH:3]=1)=[CH:12][CH:11]=[CH:10][CH:9]=3.[C:17]([O:21]C(N(C)C)N(C)C)(C)(C)C. (2) Given the product [Cl:1][C:2]1[C:7]2[C:8]([CH:11]3[CH2:13][CH2:12]3)=[N:9][O:10][C:6]=2[CH:5]=[C:4]([NH:14][C:15]([C:16]2[CH:17]=[CH:18][CH:19]=[CH:20][CH:21]=2)([C:22]2[CH:23]=[CH:24][CH:25]=[CH:26][CH:27]=2)[C:28]2[CH:29]=[CH:30][CH:31]=[CH:32][CH:33]=2)[C:3]=1[CH:34]=[O:55], predict the reactants needed to synthesize it. The reactants are: [Cl:1][C:2]1[C:7]2[C:8]([CH:11]3[CH2:13][CH2:12]3)=[N:9][O:10][C:6]=2[CH:5]=[C:4]([NH:14][C:15]([C:28]2[CH:33]=[CH:32][CH:31]=[CH:30][CH:29]=2)([C:22]2[CH:27]=[CH:26][CH:25]=[CH:24][CH:23]=2)[C:16]2[CH:21]=[CH:20][CH:19]=[CH:18][CH:17]=2)[C:3]=1[C:34]#N.CC(C[AlH]CC(C)C)C.C1(C)C=CC=CC=1.C1C[O:55]CC1. (3) Given the product [NH2:1][C:4]1[CH:5]=[CH:6][C:7]([O:8][C:9]2[CH:14]=[CH:13][N:12]=[C:11]([NH:15][C:16]([N:18]3[CH2:19][CH2:20][CH:21]([N:24]4[CH2:28][CH2:27][CH2:26][CH2:25]4)[CH2:22][CH2:23]3)=[O:17])[CH:10]=2)=[CH:29][CH:30]=1, predict the reactants needed to synthesize it. The reactants are: [N+:1]([C:4]1[CH:30]=[CH:29][C:7]([O:8][C:9]2[CH:14]=[CH:13][N:12]=[C:11]([NH:15][C:16]([N:18]3[CH2:23][CH2:22][CH:21]([N:24]4[CH2:28][CH2:27][CH2:26][CH2:25]4)[CH2:20][CH2:19]3)=[O:17])[CH:10]=2)=[CH:6][CH:5]=1)([O-])=O.[H][H].CCCCCC. (4) Given the product [CH2:1]([S:14][C:12]1[N:11]=[N:10][NH:9][CH:13]=1)[C:2]1[CH:7]=[CH:6][CH:5]=[CH:4][CH:3]=1, predict the reactants needed to synthesize it. The reactants are: [CH2:1](Br)[C:2]1[CH:7]=[CH:6][CH:5]=[CH:4][CH:3]=1.[NH:9]1[CH:13]=[C:12]([S-:14])[N:11]=[N:10]1.[Na+]. (5) Given the product [Cl:19][C:20]1[C:21]([F:30])=[CH:22][C:23]([F:29])=[C:24]([C:2]2[CH:3]=[C:4]([NH:8][CH:9]([C:13]3[CH:18]=[CH:17][CH:16]=[CH:15][CH:14]=3)[C:10]([NH2:12])=[O:11])[CH:5]=[N:6][CH:7]=2)[CH:25]=1, predict the reactants needed to synthesize it. The reactants are: Br[C:2]1[CH:3]=[C:4]([NH:8][CH:9]([C:13]2[CH:18]=[CH:17][CH:16]=[CH:15][CH:14]=2)[C:10]([NH2:12])=[O:11])[CH:5]=[N:6][CH:7]=1.[Cl:19][C:20]1[C:21]([F:30])=[CH:22][C:23]([F:29])=[C:24](B(O)O)[CH:25]=1.C(=O)([O-])[O-].[K+].[K+].COCCOC. (6) Given the product [Cl:2][CH:12]([N:11]=[C:10]=[O:9])[C:19]1[CH:24]=[CH:23][C:22]([C:25]#[N:26])=[CH:21][CH:20]=1, predict the reactants needed to synthesize it. The reactants are: P(Cl)(Cl)(Cl)(Cl)[Cl:2].C([O:9][C:10](=O)[NH:11][CH:12]([C:19]1[CH:24]=[CH:23][C:22]([C:25]#[N:26])=[CH:21][CH:20]=1)NC(=O)OCC)C. (7) Given the product [S:4]1[CH:5]=[CH:6][C:2]([C:9]2[CH:10]=[CH:11][S:7][CH:8]=2)=[CH:3]1, predict the reactants needed to synthesize it. The reactants are: Br[C:2]1[CH:6]=[CH:5][S:4][CH:3]=1.[S:7]1[CH:11]=[CH:10][C:9](B(O)O)=[CH:8]1.C(=O)([O-])[O-].[Na+].[Na+].